Dataset: Full USPTO retrosynthesis dataset with 1.9M reactions from patents (1976-2016). Task: Predict the reactants needed to synthesize the given product. (1) Given the product [Br:1][C:2]1[CH:3]=[C:4]([NH2:20])[C:5]([N:6]([CH:11]2[CH2:16][CH2:15][CH2:14][CH2:13][CH2:12]2)[CH2:7][CH:8]([CH3:10])[CH3:9])=[CH:17][C:18]=1[F:19], predict the reactants needed to synthesize it. The reactants are: [Br:1][C:2]1[C:18]([F:19])=[CH:17][C:5]([N:6]([CH:11]2[CH2:16][CH2:15][CH2:14][CH2:13][CH2:12]2)[CH2:7][CH:8]([CH3:10])[CH3:9])=[C:4]([N+:20]([O-])=O)[CH:3]=1.[Cl-].[NH4+]. (2) The reactants are: C(OC(N1[CH2:12][CH2:11][CH:10]([NH:13][C:14]([C:16]2[S:17][CH:18]=[CH:19][C:20]=2[NH:21][C:22]2[CH:27]=[CH:26][N:25]=[C:24]3[NH:28][CH:29]=[CH:30][C:23]=23)=[O:15])C1)=O)(C)(C)C.[CH3:31][O:32][C:33]1[CH:34]=C(CCN)[CH:36]=[CH:37][CH:38]=1. Given the product [CH3:31][O:32][C:33]1[CH:34]=[C:12]([CH2:11][CH2:10][NH:13][C:14]([C:16]2[S:17][CH:18]=[CH:19][C:20]=2[NH:21][C:22]2[CH:27]=[CH:26][N:25]=[C:24]3[NH:28][CH:29]=[CH:30][C:23]=23)=[O:15])[CH:36]=[CH:37][CH:38]=1, predict the reactants needed to synthesize it. (3) Given the product [NH2:15][C:2]1[N:10]=[CH:9][CH:8]=[C:7]([C:11]([F:14])([F:13])[F:12])[C:3]=1[C:4]([OH:6])=[O:5], predict the reactants needed to synthesize it. The reactants are: Cl[C:2]1[N:10]=[CH:9][CH:8]=[C:7]([C:11]([F:14])([F:13])[F:12])[C:3]=1[C:4]([OH:6])=[O:5].[NH3:15].CO. (4) The reactants are: [C:1]([O:6][CH2:7][CH3:8])(=[O:5])[C:2]([CH3:4])=[O:3].[CH2:9]([CH:13]([CH2:16]O)[CH2:14][OH:15])[CH2:10][CH:11]=[CH2:12].O.CCOC(C)=O. Given the product [CH2:7]([O:6][C:1]([C:2]1([CH3:4])[O:15][CH2:14][CH:13]([CH2:9][CH2:10][CH:11]=[CH2:12])[CH2:16][O:3]1)=[O:5])[CH3:8], predict the reactants needed to synthesize it.